This data is from Forward reaction prediction with 1.9M reactions from USPTO patents (1976-2016). The task is: Predict the product of the given reaction. (1) Given the reactants [NH2:1][CH2:2][C:3]1[C:12](=[O:13])[C:11]2[C:6](=[CH:7][C:8]([Cl:14])=[CH:9][CH:10]=2)[N:5]([C:15]2[CH:20]=[CH:19][CH:18]=[CH:17][CH:16]=2)[CH:4]=1.[CH2:21]([N:28]1[CH:33]=[CH:32][C:31]([C:34](O)=[O:35])=[CH:30][C:29]1=[O:37])[C:22]1[CH:27]=[CH:26][CH:25]=[CH:24][CH:23]=1.F[P-](F)(F)(F)(F)F.Br[P+](N1CCCC1)(N1CCCC1)N1CCCC1.C(N(CC)C(C)C)(C)C, predict the reaction product. The product is: [Cl:14][C:8]1[CH:7]=[C:6]2[C:11]([C:12](=[O:13])[C:3]([CH2:2][NH:1][C:34]([C:31]3[CH:32]=[CH:33][N:28]([CH2:21][C:22]4[CH:27]=[CH:26][CH:25]=[CH:24][CH:23]=4)[C:29](=[O:37])[CH:30]=3)=[O:35])=[CH:4][N:5]2[C:15]2[CH:16]=[CH:17][CH:18]=[CH:19][CH:20]=2)=[CH:10][CH:9]=1. (2) Given the reactants CC(C)([O-])C.[Na+].Br[C:8]1[C:9]([CH3:21])=[C:10]([CH3:20])[C:11]2[O:15][C:14]([CH3:17])([CH3:16])[C:13](=[O:18])[C:12]=2[CH:19]=1.[CH2:22]([NH2:29])[C:23]1[CH:28]=[CH:27][CH:26]=[CH:25][CH:24]=1.C1C=CC(P(C2C(C3C(P(C4C=CC=CC=4)C4C=CC=CC=4)=CC=C4C=3C=CC=C4)=C3C(C=CC=C3)=CC=2)C2C=CC=CC=2)=CC=1, predict the reaction product. The product is: [CH2:22]([NH:29][C:8]1[C:9]([CH3:21])=[C:10]([CH3:20])[C:11]2[O:15][C:14]([CH3:17])([CH3:16])[C:13](=[O:18])[C:12]=2[CH:19]=1)[C:23]1[CH:28]=[CH:27][CH:26]=[CH:25][CH:24]=1. (3) The product is: [NH2:1][C:2]1[N:3]=[C:4]([C:13]2[CH:18]=[CH:17][CH:16]=[CH:15][C:14]=2[O:19][CH3:20])[C:5]([C:11]#[N:12])=[C:6]([O:21][CH2:22][C:23]2[CH:28]=[CH:27][CH:26]=[CH:25][N:24]=2)[N:7]=1. Given the reactants [NH2:1][C:2]1[N:7]=[C:6](S(C)=O)[C:5]([C:11]#[N:12])=[C:4]([C:13]2[CH:18]=[CH:17][CH:16]=[CH:15][C:14]=2[O:19][CH3:20])[N:3]=1.[OH:21][CH2:22][C:23]1[CH:28]=[CH:27][CH:26]=[CH:25][N:24]=1.C1CCN2C(=NCCC2)CC1, predict the reaction product.